Dataset: CYP2D6 inhibition data for predicting drug metabolism from PubChem BioAssay. Task: Regression/Classification. Given a drug SMILES string, predict its absorption, distribution, metabolism, or excretion properties. Task type varies by dataset: regression for continuous measurements (e.g., permeability, clearance, half-life) or binary classification for categorical outcomes (e.g., BBB penetration, CYP inhibition). Dataset: cyp2d6_veith. (1) The compound is Clc1ccc(Cn2c(-c3cccnc3Cl)nc3ccccc32)c(Cl)c1. The result is 1 (inhibitor). (2) The drug is Cc1onc(-c2c(F)cccc2Cl)c1C(=O)N[C@@H]1C(=O)N2[C@H]1SC(C)(C)[C@H]2C(=O)O. The result is 0 (non-inhibitor). (3) The molecule is C#CCSc1nnc(-c2sc3ccccc3c2Cl)o1. The result is 0 (non-inhibitor).